From a dataset of Reaction yield outcomes from USPTO patents with 853,638 reactions. Predict the reaction yield, written as a fraction of the theoretical maximum amount of product (1.0 means a 100% yield; for example, 0.34 means a 34% yield). (1) The reactants are C([O:8][C:9]1[CH:14]=[CH:13][C:12]([C:15]2[O:19][C:18]([CH3:21])([CH3:20])[C:17](=[O:22])[C:16]=2[C:23]2[CH:28]=[CH:27][N:26]=[CH:25][CH:24]=2)=[CH:11][CH:10]=1)C1C=CC=CC=1. The catalyst is CO. The product is [OH:8][C:9]1[CH:10]=[CH:11][C:12]([C:15]2[O:19][C:18]([CH3:20])([CH3:21])[C:17](=[O:22])[C:16]=2[C:23]2[CH:28]=[CH:27][N:26]=[CH:25][CH:24]=2)=[CH:13][CH:14]=1. The yield is 0.600. (2) The reactants are [CH:1]([C@H:14]1[CH2:19][C@@H:18](OS(C)(=O)=O)[CH2:17][CH2:16][O:15]1)([C:8]1[CH:13]=[CH:12][CH:11]=[CH:10][CH:9]=1)[C:2]1[CH:7]=[CH:6][CH:5]=[CH:4][CH:3]=1.[N-:25]=[N+:26]=[N-:27].[Na+]. The catalyst is N([C@H]1CCO[C@@H](C(C2C=CC=CC=2)C2C=CC=CC=2)C1)=[N+]=[N-]. The product is [N:25]([C@@H:18]1[CH2:17][CH2:16][O:15][C@@H:14]([CH:1]([C:8]2[CH:13]=[CH:12][CH:11]=[CH:10][CH:9]=2)[C:2]2[CH:7]=[CH:6][CH:5]=[CH:4][CH:3]=2)[CH2:19]1)=[N+:26]=[N-:27]. The yield is 0.800. (3) The reactants are Cl.Cl.Cl.[CH2:4]1[C:13]2[C:8](=[CH:9][CH:10]=[N:11][CH:12]=2)[CH2:7][CH2:6][N:5]1[C:14]1[CH:20]=[CH:19][C:17]([NH2:18])=[C:16]([CH3:21])[CH:15]=1.C(N(CC)C(C)C)(C)C.[C:31]1([CH3:40])[CH:36]=[CH:35][CH:34]=[C:33]([N:37]=[C:38]=[O:39])[CH:32]=1. The catalyst is C(Cl)Cl. The product is [CH2:4]1[C:13]2[C:8](=[CH:9][CH:10]=[N:11][CH:12]=2)[CH2:7][CH2:6][N:5]1[C:14]1[CH:20]=[CH:19][C:17]([NH:18][C:38]([NH:37][C:33]2[CH:34]=[CH:35][CH:36]=[C:31]([CH3:40])[CH:32]=2)=[O:39])=[C:16]([CH3:21])[CH:15]=1. The yield is 0.560. (4) The reactants are [CH2:1]([CH2:3]N)O.[C:5]([C:7]1[C:8]2[C:13]([CH:14]=[C:15]3[C:20]=1[CH:19]=[CH:18][CH:17]=[CH:16]3)=[CH:12][CH:11]=[CH:10][CH:9]=2)#[CH:6].I[C:22]1[S:26][C:25]([C:27]2[S:28][C:29](I)=[CH:30][CH:31]=2)=[CH:24][CH:23]=1. The catalyst is [Cu]I.C1C=CC(P(C2C=CC=CC=2)C2C=CC=CC=2)=CC=1.C1C=CC(P(C2C=CC=CC=2)C2C=CC=CC=2)=CC=1.Cl[Pd]Cl.C1COCC1. The product is [C:5]([C:7]1[C:20]2[C:15]([CH:14]=[C:13]3[C:8]=1[C:9]([C:22]1[S:26][C:25]([C:27]4[S:28][C:29]([C:9]5[C:8]6[C:13](=[CH:14][C:15]7[C:20]([C:7]=6[C:1]#[CH:3])=[CH:19][CH:18]=[CH:17][CH:16]=7)[CH:12]=[CH:11][CH:10]=5)=[CH:30][CH:31]=4)=[CH:24][CH:23]=1)=[CH:10][CH:11]=[CH:12]3)=[CH:16][CH:17]=[CH:18][CH:19]=2)#[CH:6]. The yield is 0.460. (5) The reactants are [CH2:1]([O:8][C:9]1[CH:14]=[C:13]([O:15][CH2:16][C:17]2[CH:22]=[CH:21][CH:20]=[CH:19][CH:18]=2)[CH:12]=[C:11]([O:23][C:24]2[CH:29]=[CH:28][C:27]([N+:30]([O-:32])=[O:31])=[CH:26][CH:25]=2)[C:10]=1[C:33](=[O:35])[CH3:34])[C:2]1[CH:7]=[CH:6][CH:5]=[CH:4][CH:3]=1.[Li].C[Si]([N-][Si](C)(C)C)(C)C.C1COCC1.[C:51](OCC)(=[O:57])[C:52]([O:54][CH2:55][CH3:56])=[O:53].Cl. The catalyst is C1COCC1.[Cl-].[Na+].O. The product is [CH2:1]([O:8][C:9]1[CH:14]=[C:13]([O:15][CH2:16][C:17]2[CH:22]=[CH:21][CH:20]=[CH:19][CH:18]=2)[CH:12]=[C:11]([O:23][C:24]2[CH:25]=[CH:26][C:27]([N+:30]([O-:32])=[O:31])=[CH:28][CH:29]=2)[C:10]=1[C:33](=[O:35])[CH2:34][C:51](=[O:57])[C:52]([O:54][CH2:55][CH3:56])=[O:53])[C:2]1[CH:3]=[CH:4][CH:5]=[CH:6][CH:7]=1. The yield is 0.750. (6) The reactants are [CH2:1]([N:5]1[CH:10]=[C:9]([CH3:11])[CH:8]=[C:7]([OH:12])[C:6]1=[S:13])[CH2:2][CH2:3][CH3:4].[H-].[Na+].[CH3:16][N:17]([CH:19]=[O:20])C. No catalyst specified. The product is [O:20]1[C:6]2[CH:7]=[CH:8][CH:9]=[CH:10][C:16]=2[N:17]=[C:19]1[O:12][C:7]1[C:6](=[S:13])[N:5]([CH2:1][CH2:2][CH2:3][CH3:4])[CH:10]=[C:9]([CH3:11])[CH:8]=1. The yield is 0.730. (7) The reactants are C(OC([N:6]1[CH2:11][CH2:10][C:9]([OH:18])([C:12]2[S:13][CH:14]=[CH:15][C:16]=2[CH3:17])[CH2:8][CH2:7]1)=O)C.[OH-].[K+]. The catalyst is C(O)(C)C. The product is [OH:18][C:9]1([C:12]2[S:13][CH:14]=[CH:15][C:16]=2[CH3:17])[CH2:8][CH2:7][NH:6][CH2:11][CH2:10]1. The yield is 0.807. (8) The reactants are C(Cl)(=O)C(Cl)=O.[F:7][C:8]([F:18])([F:17])[C:9]1[S:10][CH:11]=[C:12]([C:14]([O-:16])=O)[N:13]=1.[Li+].[NH2:20][C:21]1[C:26]([Cl:27])=[C:25]([O:28][CH3:29])[CH:24]=[CH:23][C:22]=1[C:30](=[O:32])[CH3:31]. The catalyst is C(Cl)Cl.CN(C=O)C.O1CCOCC1. The product is [C:30]([C:22]1[C:21]([NH:20][C:14]([C:12]2[N:13]=[C:9]([C:8]([F:7])([F:18])[F:17])[S:10][CH:11]=2)=[O:16])=[C:26]([Cl:27])[C:25]([O:28][CH3:29])=[CH:24][CH:23]=1)(=[O:32])[CH3:31]. The yield is 0.690. (9) The reactants are [CH2:1]([CH:3]([C:9]([CH3:11])=[O:10])[C:4]([O:6]CC)=O)[CH3:2].[CH2:12]([NH2:20])[CH2:13][C:14]1[CH:19]=[CH:18][CH:17]=[CH:16][CH:15]=1. The catalyst is C(O)C. The product is [CH2:1]([CH:3]([C:9](=[O:10])[CH3:11])[C:4]([NH:20][CH2:12][CH2:13][C:14]1[CH:19]=[CH:18][CH:17]=[CH:16][CH:15]=1)=[O:6])[CH3:2]. The yield is 0.600.